The task is: Predict the product of the given reaction.. This data is from Forward reaction prediction with 1.9M reactions from USPTO patents (1976-2016). (1) Given the reactants [C:1]([O:5][C:6]([NH:8][CH2:9][CH2:10][OH:11])=[O:7])([CH3:4])([CH3:3])[CH3:2].O[N:13]1[C:17](=[O:18])[C:16]2=[CH:19][CH:20]=[CH:21][CH:22]=[C:15]2[C:14]1=[O:23].C1(P(C2C=CC=CC=2)C2C=CC=CC=2)C=CC=CC=1.N(C(OC(C)C)=O)=NC(OC(C)C)=O, predict the reaction product. The product is: [C:1]([O:5][C:6](=[O:7])[NH:8][CH2:9][CH2:10][O:11][N:13]1[C:17](=[O:18])[C:16]2[C:15](=[CH:22][CH:21]=[CH:20][CH:19]=2)[C:14]1=[O:23])([CH3:4])([CH3:3])[CH3:2]. (2) Given the reactants Br[C:2]1[S:6][C:5]([C:7]([NH2:9])=[O:8])=[C:4]([NH:10][CH3:11])[CH:3]=1.[F:12][C:13]([F:18])([F:17])[C:14]([CH3:16])=O.CC1C=CC(S(O)(=O)=O)=CC=1.[O-]S([O-])(=O)=O.[Mg+2].C([O-])(O)=O.[Na+].C(=O)([O-])[O-].[Na+].[Na+].CC1(C)C(C)(C)OB([C:55]2[CH:56]=[N:57][NH:58][CH:59]=2)O1, predict the reaction product. The product is: [CH3:11][N:10]1[C:4]2[CH:3]=[C:2]([C:55]3[CH:56]=[N:57][NH:58][CH:59]=3)[S:6][C:5]=2[C:7](=[O:8])[NH:9][C:14]1([CH3:16])[C:13]([F:18])([F:17])[F:12]. (3) Given the reactants [N:1]1[CH:6]=[CH:5][CH:4]=[CH:3][C:2]=1[C:7]1[O:8][C:9]2[CH2:14][CH2:13][NH:12][CH2:11][C:10]=2[N:15]=1.Br[C:17]1[CH:18]=[C:19]([CH:22]=[CH:23][N:24]=1)[C:20]#[N:21].CCN(C(C)C)C(C)C.O, predict the reaction product. The product is: [N:1]1[CH:6]=[CH:5][CH:4]=[CH:3][C:2]=1[C:7]1[O:8][C:9]2[CH2:14][CH2:13][N:12]([C:17]3[CH:18]=[C:19]([CH:22]=[CH:23][N:24]=3)[C:20]#[N:21])[CH2:11][C:10]=2[N:15]=1. (4) Given the reactants [C:1]([O:5][C:6](=[O:23])[CH2:7][CH:8]([OH:22])[CH2:9][C@H:10]([OH:21])[CH2:11][O:12][C:13](=[O:20])[C:14]1[CH:19]=[CH:18][CH:17]=[CH:16][CH:15]=1)([CH3:4])([CH3:3])[CH3:2].O[C@H:25]1[CH2:30]C(=O)O[C@H](COC(=O)C2C=CC=CC=2)[CH2:26]1.COC(=O)C[C@H]1C[C@@H](COC(=O)C2C=CC=CC=2)OC(C)(C)O1, predict the reaction product. The product is: [C:1]([O:5][C:6](=[O:23])[CH2:7][C@H:8]1[CH2:9][C@@H:10]([CH2:11][O:12][C:13](=[O:20])[C:14]2[CH:15]=[CH:16][CH:17]=[CH:18][CH:19]=2)[O:21][C:25]([CH3:30])([CH3:26])[O:22]1)([CH3:4])([CH3:2])[CH3:3]. (5) Given the reactants [F:1][C:2]1[CH:3]=[C:4]([C:20]2[CH:25]=[CH:24][CH:23]=[CH:22][CH:21]=2)[CH:5]=[CH:6][C:7]=1[C:8]1[C:13]2=[N:14][S:15](=[O:19])(=[O:18])[CH2:16][CH2:17][N:12]2[CH:11]=[CH:10][CH:9]=1, predict the reaction product. The product is: [F:1][C:2]1[CH:3]=[C:4]([C:20]2[CH:25]=[CH:24][CH:23]=[CH:22][CH:21]=2)[CH:5]=[CH:6][C:7]=1[CH:8]1[C:13]2=[N:14][S:15](=[O:19])(=[O:18])[CH2:16][CH2:17][N:12]2[CH2:11][CH2:10][CH2:9]1. (6) Given the reactants Cl[C:2]1[N:7]=[C:6](Cl)[C:5]([F:9])=[CH:4][N:3]=1.[Cl:10][C:11]1[CH:12]=[C:13]([CH:15]=[CH:16][C:17]=1[O:18][CH3:19])[NH2:14], predict the reaction product. The product is: [Cl:10][C:11]1[CH:12]=[C:13]([NH:14][C:2]2[N:7]=[C:6]([NH:14][C:13]3[CH:15]=[CH:16][C:17]([O:18][CH3:19])=[C:11]([Cl:10])[CH:12]=3)[C:5]([F:9])=[CH:4][N:3]=2)[CH:15]=[CH:16][C:17]=1[O:18][CH3:19]. (7) Given the reactants [C:1]([O:4][C@@H:5]1[C@@H:19]([O:20][C:21](=[O:23])[CH3:22])[C@H:18]([O:24][C:25](=[O:27])[CH3:26])[CH2:17][S:16][C@H:6]1[O:7][C:8]1[CH:13]=[C:12]([F:14])[CH:11]=[CH:10][C:9]=1Br)(=[O:3])[CH3:2].[N:28]1[CH:33]=[CH:32][C:31](B(O)O)=[CH:30][CH:29]=1, predict the reaction product. The product is: [C:1]([O:4][C@@H:5]1[C@@H:19]([O:20][C:21](=[O:23])[CH3:22])[C@H:18]([O:24][C:25](=[O:27])[CH3:26])[CH2:17][S:16][C@H:6]1[O:7][C:8]1[CH:13]=[C:12]([F:14])[CH:11]=[CH:10][C:9]=1[C:31]1[CH:32]=[CH:33][N:28]=[CH:29][CH:30]=1)(=[O:3])[CH3:2].